This data is from Catalyst prediction with 721,799 reactions and 888 catalyst types from USPTO. The task is: Predict which catalyst facilitates the given reaction. (1) Reactant: Cl[C:2]1[C:11]2[C:6](=[CH:7][CH:8]=[C:9]([Cl:12])[CH:10]=2)[N:5]=[C:4](/[CH:13]=[CH:14]/[C:15]2[CH:20]=[CH:19][C:18]([O:21][CH3:22])=[CH:17][CH:16]=2)[N:3]=1.C(N(C(C)C)CC)(C)C.[CH3:32][N:33]([CH3:38])[CH2:34][CH2:35][CH2:36][NH2:37]. Product: [Cl:12][C:9]1[CH:10]=[C:11]2[C:6](=[CH:7][CH:8]=1)[N:5]=[C:4](/[CH:13]=[CH:14]/[C:15]1[CH:20]=[CH:19][C:18]([O:21][CH3:22])=[CH:17][CH:16]=1)[N:3]=[C:2]2[NH:37][CH2:36][CH2:35][CH2:34][N:33]([CH3:38])[CH3:32]. The catalyst class is: 12. (2) Product: [C:1]([O:5][C:6]([NH:8][C:16]1[CH:33]=[CH:32][C:19]([CH2:20][N:21]2[C:25]3=[N:26][C:27]([Br:30])=[CH:28][CH:29]=[C:24]3[N:23]=[C:22]2[CH3:31])=[C:18]([Cl:34])[CH:17]=1)=[O:7])([CH3:4])([CH3:2])[CH3:3]. Reactant: [C:1]([O:5][C:6]([N:8]([C:16]1[CH:33]=[CH:32][C:19]([CH2:20][N:21]2[C:25]3=[N:26][C:27]([Br:30])=[CH:28][CH:29]=[C:24]3[N:23]=[C:22]2[CH3:31])=[C:18]([Cl:34])[CH:17]=1)C(OC(C)(C)C)=O)=[O:7])([CH3:4])([CH3:3])[CH3:2].[OH-].[Na+]. The catalyst class is: 12. (3) Reactant: [CH2:1]([C:3]1[CH:8]=[CH:7][C:6]([C:9]2[C:10]([CH:14]=[O:15])=[CH:11][S:12][CH:13]=2)=[CH:5][CH:4]=1)[CH3:2].[BH4-].[Na+]. Product: [CH2:1]([C:3]1[CH:4]=[CH:5][C:6]([C:9]2[C:10]([CH2:14][OH:15])=[CH:11][S:12][CH:13]=2)=[CH:7][CH:8]=1)[CH3:2]. The catalyst class is: 5. (4) Reactant: CCCC[N+](CCCC)(CCCC)CCCC.[F-].[C:19]([O:23][C:24](=[O:45])[N:25]([CH2:28][C:29]1[CH:34]=[CH:33][C:32]([Cl:35])=[C:31]([C:36](C)(C)[O:37][SiH2]C(C)(C)C)[CH:30]=1)[CH2:26][CH3:27])([CH3:22])([CH3:21])[CH3:20].CCOC(C)=O. Product: [C:19]([O:23][C:24](=[O:45])[N:25]([CH2:28][C:29]1[CH:34]=[CH:33][C:32]([Cl:35])=[C:31]([CH2:36][OH:37])[CH:30]=1)[CH2:26][CH3:27])([CH3:20])([CH3:21])[CH3:22]. The catalyst class is: 1. (5) Reactant: [Cl:1][C:2]1[CH:7]=[CH:6][C:5]([C:8]2[N:12](COC)[C:11]3[C:16]([CH:23]=[O:24])=[C:17]([C:19]([O:21][CH3:22])=[O:20])[S:18][C:10]=3[C:9]=2[CH:25]2[CH2:30][CH2:29][CH2:28][CH2:27][CH2:26]2)=[CH:4][CH:3]=1.CCOC(C)=O. Product: [Cl:1][C:2]1[CH:3]=[CH:4][C:5]([C:8]2[NH:12][C:11]3[C:16]([CH:23]=[O:24])=[C:17]([C:19]([O:21][CH3:22])=[O:20])[S:18][C:10]=3[C:9]=2[CH:25]2[CH2:30][CH2:29][CH2:28][CH2:27][CH2:26]2)=[CH:6][CH:7]=1. The catalyst class is: 12. (6) Reactant: [CH3:1][O:2][C:3]1[CH:8]=[CH:7][C:6]([S:9]([NH:12][C@@H:13]([CH2:21][CH:22]=[CH2:23])[C:14]([O:16][C:17]([CH3:20])([CH3:19])[CH3:18])=[O:15])(=[O:11])=[O:10])=[CH:5][CH:4]=1.C(=O)([O-])[O-].[K+].[K+].[N:30]1[CH:35]=[CH:34][CH:33]=[CH:32][C:31]=1CCl.[CH:38](Cl)(Cl)Cl. Product: [CH3:1][O:2][C:3]1[CH:4]=[CH:5][C:6]([S:9]([N:12]([CH2:38][C:34]2[CH:35]=[N:30][CH:31]=[CH:32][CH:33]=2)[C@@H:13]([CH2:21][CH:22]=[CH2:23])[C:14]([O:16][C:17]([CH3:18])([CH3:19])[CH3:20])=[O:15])(=[O:11])=[O:10])=[CH:7][CH:8]=1. The catalyst class is: 3.